This data is from Full USPTO retrosynthesis dataset with 1.9M reactions from patents (1976-2016). The task is: Predict the reactants needed to synthesize the given product. (1) Given the product [Cl:1][C:2]1[CH:7]=[C:6]2[C:5]([C:9]([C:16]3[CH:21]=[CH:20][C:19]([F:22])=[CH:18][CH:17]=3)=[C:10]([F:15])[C:11]([CH3:13])([CH3:12])[O:8]2)=[CH:4][CH:3]=1, predict the reactants needed to synthesize it. The reactants are: [Cl:1][C:2]1[CH:3]=[CH:4][C:5](/[C:9](/[C:16]2[CH:21]=[CH:20][C:19]([F:22])=[CH:18][CH:17]=2)=[C:10](/[F:15])\[C:11](O)([CH3:13])[CH3:12])=[C:6]([OH:8])[CH:7]=1.Cl. (2) Given the product [CH3:19][C:14]1[CH:15]=[CH:16][CH:17]=[CH:18][C:13]=1[C:12]1[C:6]2[O:5][CH:4]([CH2:3][N:2]([CH3:1])[C:30](=[O:31])[O:32][CH2:33][C:34]3[CH:39]=[CH:38][CH:37]=[CH:36][CH:35]=3)[CH2:8][C:7]=2[CH:9]=[CH:10][CH:11]=1, predict the reactants needed to synthesize it. The reactants are: [CH3:1][NH:2][CH2:3][CH:4]1[CH2:8][C:7]2[CH:9]=[CH:10][CH:11]=[C:12]([C:13]3[CH:18]=[CH:17][CH:16]=[CH:15][C:14]=3[CH3:19])[C:6]=2[O:5]1.C(N(C(C)C)CC)(C)C.Cl[C:30]([O:32][CH2:33][C:34]1[CH:39]=[CH:38][CH:37]=[CH:36][CH:35]=1)=[O:31].C(OC(=O)NCC1CC2C=CC=C(C3CCCC3)C=2O1)C1C=CC=CC=1. (3) The reactants are: [C:1]([C:3]1[CH:8]=[CH:7][CH:6]=[CH:5][C:4]=1[C:9]1[CH:14]=[CH:13][C:12]([CH2:15][C:16]2[C:17](=[O:39])[N:18]([C@@H:28]3[CH2:31][C@H:30]([O:32][CH2:33]C(OCC)=O)[CH2:29]3)[C:19]3[N:20]([N:25]=[CH:26][N:27]=3)[C:21]=2[CH2:22][CH2:23][CH3:24])=[CH:11][CH:10]=1)#[N:2].C[Mg]Br.[Cl-].[NH4+]. Given the product [OH:32][C:30]([CH3:31])([CH3:29])[CH2:33][O:32][C@@H:30]1[CH2:31][C@H:28]([N:18]2[C:17](=[O:39])[C:16]([CH2:15][C:12]3[CH:13]=[CH:14][C:9]([C:4]4[C:3]([C:1]#[N:2])=[CH:8][CH:7]=[CH:6][CH:5]=4)=[CH:10][CH:11]=3)=[C:21]([CH2:22][CH2:23][CH3:24])[N:20]3[N:25]=[CH:26][N:27]=[C:19]23)[CH2:29]1, predict the reactants needed to synthesize it.